From a dataset of Forward reaction prediction with 1.9M reactions from USPTO patents (1976-2016). Predict the product of the given reaction. (1) The product is: [Cl:1][C:2]1[CH:7]=[CH:6][CH:5]=[CH:4][C:3]=1[C:8]1[N:9]([C:24]2[CH:25]=[CH:26][C:27]([Cl:30])=[CH:28][CH:29]=2)[C:10]2[C:15]([N:16]=1)=[C:14]([N:17]1[CH2:22][CH2:21][CH:20]([NH:23][S:40]([C:39]([F:52])([F:51])[F:38])(=[O:42])=[O:41])[CH2:19][CH2:18]1)[N:13]=[CH:12][N:11]=2. Given the reactants [Cl:1][C:2]1[CH:7]=[CH:6][CH:5]=[CH:4][C:3]=1[C:8]1[N:9]([C:24]2[CH:29]=[CH:28][C:27]([Cl:30])=[CH:26][CH:25]=2)[C:10]2[C:15]([N:16]=1)=[C:14]([N:17]1[CH2:22][CH2:21][CH:20]([NH2:23])[CH2:19][CH2:18]1)[N:13]=[CH:12][N:11]=2.C(N(CC)CC)C.[F:38][C:39]([F:52])([F:51])[S:40](O[S:40]([C:39]([F:52])([F:51])[F:38])(=[O:42])=[O:41])(=[O:42])=[O:41], predict the reaction product. (2) Given the reactants [CH3:1][C:2]1[CH:3]=[C:4]([C:9]([C:11]2[C:20](=[O:21])[C:19]3[C:14](=[CH:15][CH:16]=[CH:17][CH:18]=3)[NH:13][CH:12]=2)=[O:10])[CH:5]=[N:6][C:7]=1[CH3:8].[H-].[Na+].Br[CH2:25][C:26]1[CH:31]=[CH:30][CH:29]=[C:28]([CH3:32])[N:27]=1, predict the reaction product. The product is: [CH3:1][C:2]1[CH:3]=[C:4]([C:9]([C:11]2[C:20](=[O:21])[C:19]3[C:14](=[CH:15][CH:16]=[CH:17][CH:18]=3)[N:13]([CH2:25][C:26]3[CH:31]=[CH:30][CH:29]=[C:28]([CH3:32])[N:27]=3)[CH:12]=2)=[O:10])[CH:5]=[N:6][C:7]=1[CH3:8].